The task is: Predict the reactants needed to synthesize the given product.. This data is from Full USPTO retrosynthesis dataset with 1.9M reactions from patents (1976-2016). (1) Given the product [C:46]([O:45][C:44]([NH:43][CH2:42][CH2:41][CH2:40][CH2:39][NH:38][C:2]1[CH:3]=[C:4]([C:8]2([NH:11][C:12]3[N:17]=[C:16]([O:18][CH2:19][C:20]([F:23])([F:22])[F:21])[N:15]=[C:14]([NH:24][C:25]4[CH:37]=[CH:36][C:28]([C:29]([O:31][C:32]([CH3:35])([CH3:34])[CH3:33])=[O:30])=[CH:27][CH:26]=4)[N:13]=3)[CH2:10][CH2:9]2)[CH:5]=[CH:6][CH:7]=1)=[O:50])([CH3:49])([CH3:48])[CH3:47], predict the reactants needed to synthesize it. The reactants are: Br[C:2]1[CH:3]=[C:4]([C:8]2([NH:11][C:12]3[N:17]=[C:16]([O:18][CH2:19][C:20]([F:23])([F:22])[F:21])[N:15]=[C:14]([NH:24][C:25]4[CH:37]=[CH:36][C:28]([C:29]([O:31][C:32]([CH3:35])([CH3:34])[CH3:33])=[O:30])=[CH:27][CH:26]=4)[N:13]=3)[CH2:10][CH2:9]2)[CH:5]=[CH:6][CH:7]=1.[NH2:38][CH2:39][CH2:40][CH2:41][CH2:42][NH:43][C:44](=[O:50])[O:45][C:46]([CH3:49])([CH3:48])[CH3:47].C(P(C(C)(C)C)C1C=CC=CC=1C1C=CC=CC=1)(C)(C)C.[O-]P([O-])([O-])=O.[K+].[K+].[K+]. (2) The reactants are: Cl.[NH:2]1[CH2:7][CH2:6][C:5](=[O:8])[CH2:4][CH2:3]1.C(N(CC)CC)C.F[C:17]1[CH:22]=[CH:21][C:20]([N+:23]([O-:25])=[O:24])=[CH:19][CH:18]=1. Given the product [O:8]=[C:5]1[CH2:6][CH2:7][N:2]([C:17]2[CH:22]=[CH:21][C:20]([N+:23]([O-:25])=[O:24])=[CH:19][CH:18]=2)[CH2:3][CH2:4]1, predict the reactants needed to synthesize it. (3) Given the product [CH3:1][C:2]1[C:3]([C:22]([C:26]2[NH:30][C:29]3[CH:39]=[CH:40][C:41]([C:43]#[N:44])=[CH:42][C:28]=3[N:27]=2)([O:24][CH3:25])[CH3:23])=[C:4]2[C:8](=[C:9]([CH3:11])[CH:10]=1)[NH:7][CH:6]=[CH:5]2, predict the reactants needed to synthesize it. The reactants are: [CH3:1][C:2]1[C:3]([C:22]([C:26]2[N:30](COCC[Si](C)(C)C)[C:29]3[CH:39]=[CH:40][C:41]([C:43]#[N:44])=[CH:42][C:28]=3[N:27]=2)([O:24][CH3:25])[CH3:23])=[C:4]2[C:8](=[C:9]([CH3:11])[CH:10]=1)[N:7](S(C1C=CC(C)=CC=1)(=O)=O)[CH:6]=[CH:5]2.CC1C(C(C2N(COCC[Si](C)(C)C)C3C=C(C#N)C=CC=3N=2)(OC)C)=C2C(=C(C)C=1)N(S(C1C=CC(C)=CC=1)(=O)=O)C=C2.